This data is from Forward reaction prediction with 1.9M reactions from USPTO patents (1976-2016). The task is: Predict the product of the given reaction. (1) Given the reactants [Br:1][C:2]1[CH:3]=[C:4]2[C:10]([C:11](OC)=[O:12])=[N:9][N:8]([C:15]([C:28]3[CH:33]=[CH:32][CH:31]=[CH:30][CH:29]=3)([C:22]3[CH:27]=[CH:26][CH:25]=[CH:24][CH:23]=3)[C:16]3[CH:21]=[CH:20][CH:19]=[CH:18][CH:17]=3)[C:5]2=[N:6][CH:7]=1.CCO.[Li+].[BH4-], predict the reaction product. The product is: [Br:1][C:2]1[CH:3]=[C:4]2[C:10]([CH2:11][OH:12])=[N:9][N:8]([C:15]([C:22]3[CH:27]=[CH:26][CH:25]=[CH:24][CH:23]=3)([C:16]3[CH:17]=[CH:18][CH:19]=[CH:20][CH:21]=3)[C:28]3[CH:33]=[CH:32][CH:31]=[CH:30][CH:29]=3)[C:5]2=[N:6][CH:7]=1. (2) Given the reactants [F:1][C:2]1[CH:7]=[CH:6][C:5]([C:8]2[S:9][C:10]([CH3:17])([CH3:16])[CH:11]([C:13]([OH:15])=O)[N:12]=2)=[CH:4][CH:3]=1.[NH2:18][C:19]1[CH:20]=[CH:21][C:22]([N+:29]([O-:31])=[O:30])=[C:23]([C:25]([F:28])([F:27])[F:26])[CH:24]=1.CCN(C(C)C)C(C)C.C1CN([P+](Br)(N2CCCC2)N2CCCC2)CC1.F[P-](F)(F)(F)(F)F, predict the reaction product. The product is: [N+:29]([C:22]1[CH:21]=[CH:20][C:19]([NH:18][C:13]([CH:11]2[C:10]([CH3:17])([CH3:16])[S:9][C:8]([C:5]3[CH:4]=[CH:3][C:2]([F:1])=[CH:7][CH:6]=3)=[N:12]2)=[O:15])=[CH:24][C:23]=1[C:25]([F:26])([F:27])[F:28])([O-:31])=[O:30]. (3) The product is: [N:21]1[N:22]([CH2:30][C:31]([N:18]2[CH2:19][CH2:20][CH:15]([C:12]3[S:13][CH:14]=[C:10]([CH2:9][CH2:8][C:2]4[CH:7]=[CH:6][CH:5]=[CH:4][CH:3]=4)[N:11]=3)[CH2:16][CH2:17]2)=[O:32])[CH:23]=[C:24]2[C:29]=1[CH:28]=[CH:27][CH:26]=[CH:25]2. Given the reactants Cl.[C:2]1([CH2:8][CH2:9][C:10]2[N:11]=[C:12]([CH:15]3[CH2:20][CH2:19][NH:18][CH2:17][CH2:16]3)[S:13][CH:14]=2)[CH:7]=[CH:6][CH:5]=[CH:4][CH:3]=1.[N:21]1[N:22]([CH2:30][C:31](O)=[O:32])[CH:23]=[C:24]2[C:29]=1[CH:28]=[CH:27][CH:26]=[CH:25]2, predict the reaction product. (4) Given the reactants Cl[C:2]1[N:10]=[C:9]2[C:5]([N:6]([CH3:11])[CH:7]=[N:8]2)=[C:4]([NH:12][CH:13]2[CH2:18][CH2:17][CH2:16][CH2:15][CH2:14]2)[N:3]=1.[CH3:19][C:20]1[CH:24]=[C:23]([CH3:25])[NH:22][N:21]=1, predict the reaction product. The product is: [CH:13]1([NH:12][C:4]2[N:3]=[C:2]([N:21]3[C:20]([CH3:19])=[CH:24][C:23]([CH3:25])=[N:22]3)[N:10]=[C:9]3[C:5]=2[N:6]([CH3:11])[CH:7]=[N:8]3)[CH2:18][CH2:17][CH2:16][CH2:15][CH2:14]1.